This data is from Full USPTO retrosynthesis dataset with 1.9M reactions from patents (1976-2016). The task is: Predict the reactants needed to synthesize the given product. (1) Given the product [F:29][C:27]1[CH:28]=[C:23]([C:7]2[C:8]3[C:13](=[CH:12][CH:11]=[C:10]([O:16][C:17]4[CH:22]=[CH:21][CH:20]=[CH:19][CH:18]=4)[CH:9]=3)[C:14]([OH:15])=[C:5]([C:3]([NH:37][CH2:38][C:39]([CH3:44])([CH3:43])[C:40]([OH:42])=[O:41])=[O:4])[N:6]=2)[CH:24]=[N:25][CH:26]=1, predict the reactants needed to synthesize it. The reactants are: CO[C:3]([C:5]1[N:6]=[C:7]([C:23]2[CH:24]=[N:25][CH:26]=[C:27]([F:29])[CH:28]=2)[C:8]2[C:13]([C:14]=1[OH:15])=[CH:12][CH:11]=[C:10]([O:16][C:17]1[CH:22]=[CH:21][CH:20]=[CH:19][CH:18]=1)[CH:9]=2)=[O:4].OC(C(F)(F)F)=O.[NH2:37][CH2:38][C:39]([CH3:44])([CH3:43])[C:40]([OH:42])=[O:41].C[O-].[Na+]. (2) Given the product [CH3:1][O:2][C:3]([C:4]1[S:14][C:13]([NH2:15])=[N:12][C:5]=1[CH2:6][O:7][CH3:8])=[O:11], predict the reactants needed to synthesize it. The reactants are: [CH3:1][O:2][C:3](=[O:11])[CH:4](Br)[C:5](=O)[CH2:6][O:7][CH3:8].[NH2:12][C:13]([NH2:15])=[S:14]. (3) Given the product [CH3:1][C:2]1[C:7]([NH:8][C:9]([CH:11]2[N:16]([CH3:17])[CH2:15][CH2:14][CH2:13][CH2:12]2)=[O:10])=[C:6]([CH3:18])[CH:5]=[CH:4][CH:3]=1, predict the reactants needed to synthesize it. The reactants are: [CH3:1][C:2]1[C:7]([NH:8][C:9]([CH:11]2[N:16]([CH3:17])[CH2:15][CH2:14][CH2:13][CH2:12]2)=[O:10])=[C:6]([CH3:18])[CH:5]=[CH:4][CH:3]=1.Cl.C(=O)([O-])ON1C(=O)CCC1=O.C(=O)([O-])[O-]. (4) Given the product [CH2:1]([N:8]1[C:9](=[O:29])[S:10][N:24]([C:21]2[CH:22]=[CH:23][C:18]([O:11][C:12]3[CH:13]=[CH:14][CH:15]=[CH:16][CH:17]=3)=[CH:19][CH:20]=2)[C:25]1=[O:26])[C:2]1[CH:7]=[CH:6][CH:5]=[CH:4][CH:3]=1, predict the reactants needed to synthesize it. The reactants are: [CH2:1]([N:8]=[C:9]=[S:10])[C:2]1[CH:7]=[CH:6][CH:5]=[CH:4][CH:3]=1.[O:11]([C:18]1[CH:23]=[CH:22][C:21]([N:24]=[C:25]=[O:26])=[CH:20][CH:19]=1)[C:12]1[CH:17]=[CH:16][CH:15]=[CH:14][CH:13]=1.C([O:29]CC)C. (5) Given the product [CH2:15]([C:16]1[C:17]([C:18]([C:20]2[N:25]=[C:24]([C:26]([O:28][CH3:29])=[O:27])[CH:23]=[CH:22][CH:21]=2)=[O:19])=[C:50]2[CH:49]=[CH:48][C:47]([O:51][CH3:52])=[CH:46][N:45]2[N:44]=1)[CH:14]([CH3:30])[CH3:13], predict the reactants needed to synthesize it. The reactants are: C(=O)([O-])[O-].[K+].[K+].O1CCOCC1.[CH3:13][CH:14]([CH3:30])[CH2:15][C:16]#[C:17][C:18]([C:20]1[N:25]=[C:24]([C:26]([O:28][CH3:29])=[O:27])[CH:23]=[CH:22][CH:21]=1)=[O:19].CC1C=C(C)C=C(C)C=1S([O-])(=O)=O.[NH2:44][N+:45]1[CH:50]=[CH:49][CH:48]=[C:47]([O:51][CH3:52])[CH:46]=1. (6) Given the product [CH3:11][C:6]1[N:5]2[N:12]=[C:13]([CH2:14][OH:15])[N:3]=[C:4]2[CH:9]=[C:8]([CH3:10])[CH:7]=1, predict the reactants needed to synthesize it. The reactants are: [OH-].[Na+].[NH:3]=[C:4]1[CH:9]=[C:8]([CH3:10])[CH:7]=[C:6]([CH3:11])[N:5]1[NH2:12].[C:13](OC)(=O)[CH2:14][OH:15]. (7) Given the product [Cl:1][C:2]1[CH:3]=[CH:4][C:5]([S:8]([N:11]2[CH:16]([C:17]3[CH:18]=[CH:19][CH:20]=[CH:21][CH:22]=3)[CH2:15][CH2:14][CH2:13][CH:12]2[CH:23]=[O:24])(=[O:9])=[O:10])=[CH:6][CH:7]=1, predict the reactants needed to synthesize it. The reactants are: [Cl:1][C:2]1[CH:7]=[CH:6][C:5]([S:8]([N:11]2[CH:16]([C:17]3[CH:22]=[CH:21][CH:20]=[CH:19][CH:18]=3)[CH2:15][CH2:14][CH2:13][CH:12]2[CH2:23][OH:24])(=[O:10])=[O:9])=[CH:4][CH:3]=1.CC(OI1(OC(C)=O)(OC(C)=O)OC(=O)C2C=CC=CC1=2)=O.C(=O)(O)[O-].[Na+].